From a dataset of Forward reaction prediction with 1.9M reactions from USPTO patents (1976-2016). Predict the product of the given reaction. (1) Given the reactants [C:1]([N:5]([CH2:11][CH3:12])[C:6](=[O:10])[O:7][CH2:8]Cl)([CH3:4])([CH3:3])[CH3:2].[OH:13][C@@H:14]([C@H:16]1[C:36](=[O:37])[N:18]2[C:19]([C:33]([O-:35])=[O:34])=[C:20]([S:23]/[CH:24]=[CH:25]\[C:26]3[S:30][CH:29]=[N:28][C:27]=3[CH2:31][OH:32])[C@H:21]([CH3:22])[C@H:17]12)[CH3:15].[Na+], predict the reaction product. The product is: [OH:13][C@@H:14]([C@H:16]1[C:36](=[O:37])[N:18]2[C:19]([C:33]([O:35][CH2:8][O:7][C:6]([N:5]([C:1]([CH3:4])([CH3:3])[CH3:2])[CH2:11][CH3:12])=[O:10])=[O:34])=[C:20]([S:23]/[CH:24]=[CH:25]\[C:26]3[S:30][CH:29]=[N:28][C:27]=3[CH2:31][OH:32])[C@H:21]([CH3:22])[C@H:17]12)[CH3:15]. (2) Given the reactants Br[C:2]1[CH:7]=[CH:6][C:5]([S:8][CH3:9])=[CH:4][N:3]=1.C1(P(C2C=CC=CC=2)CCCP(C2C=CC=CC=2)C2C=CC=CC=2)C=CC=CC=1.C(N(CC)CC)C.[CH2:46]([OH:48])[CH3:47].CN(C)[CH:51]=[O:52], predict the reaction product. The product is: [CH3:9][S:8][C:5]1[CH:6]=[CH:7][C:2]([C:51]([O:48][CH2:46][CH3:47])=[O:52])=[N:3][CH:4]=1. (3) The product is: [Cl:8][C:6]1[CH:5]=[CH:4][C:3]([C:2]2[CH:3]=[CH:4][C:21]([OH:22])=[C:20]([CH:12]=[O:15])[CH:7]=2)=[C:2]([F:1])[CH:7]=1. Given the reactants [F:1][C:2]1[CH:7]=[C:6]([Cl:8])[CH:5]=[CH:4][C:3]=1B(O)O.[C:12](=[O:15])([O-])[O-].[Na+].[Na+].CO[CH2:20][CH2:21][O:22]C, predict the reaction product. (4) Given the reactants [NH2:1][C:2]1[C:7]([O:8][CH3:9])=[C:6]([CH3:10])[CH:5]=[CH:4][N:3]=1.[C:11](O[C:11]([O:13][C:14]([CH3:17])([CH3:16])[CH3:15])=[O:12])([O:13][C:14]([CH3:17])([CH3:16])[CH3:15])=[O:12], predict the reaction product. The product is: [C:14]([O:13][C:11]([NH:1][C:2]1[C:7]([O:8][CH3:9])=[C:6]([CH3:10])[CH:5]=[CH:4][N:3]=1)=[O:12])([CH3:17])([CH3:16])[CH3:15].